Dataset: Full USPTO retrosynthesis dataset with 1.9M reactions from patents (1976-2016). Task: Predict the reactants needed to synthesize the given product. Given the product [CH:32]1([C:30]2[CH:29]=[C:28]([F:35])[C:25]3[C:26](=[O:27])[N:20]([C:7]4[CH:8]=[CH:9][CH:10]=[C:11]([C:12]5[CH:17]=[CH:16][N:15]=[C:14]6[NH:18][C:44]([C:41]7[CH:40]=[CH:39][C:38]([N:37]([CH3:46])[CH3:36])=[CH:43][N:42]=7)=[N:19][C:13]=56)[C:6]=4[CH2:5][OH:4])[CH2:21][CH2:22][O:23][C:24]=3[CH:31]=2)[CH2:34][CH2:33]1, predict the reactants needed to synthesize it. The reactants are: C([O:4][CH2:5][C:6]1[C:11]([C:12]2[CH:17]=[CH:16][N:15]=[C:14]([NH2:18])[C:13]=2[NH2:19])=[CH:10][CH:9]=[CH:8][C:7]=1[N:20]1[C:26](=[O:27])[C:25]2[C:28]([F:35])=[CH:29][C:30]([CH:32]3[CH2:34][CH2:33]3)=[CH:31][C:24]=2[O:23][CH2:22][CH2:21]1)(=O)C.[CH3:36][N:37]([CH3:46])[C:38]1[CH:39]=[CH:40][C:41]([CH:44]=O)=[N:42][CH:43]=1.